From a dataset of Reaction yield outcomes from USPTO patents with 853,638 reactions. Predict the reaction yield, written as a fraction of the theoretical maximum amount of product (1.0 means a 100% yield; for example, 0.34 means a 34% yield). (1) The reactants are [C:1]1([CH3:14])[CH:6]=[CH:5][CH:4]=[C:3]([N:7]2[N:11]=[N:10][C:9]([CH2:12][OH:13])=[N:8]2)[CH:2]=1.[H-].[Na+].[CH:17]1([N:20]2[C:24](S(C)(=O)=O)=[N:23][N:22]=[C:21]2[C:29]2[CH:34]=[CH:33][N:32]=[CH:31][CH:30]=2)[CH2:19][CH2:18]1. No catalyst specified. The product is [CH:17]1([N:20]2[C:24]([O:13][CH2:12][C:9]3[N:10]=[N:11][N:7]([C:3]4[CH:2]=[C:1]([CH3:14])[CH:6]=[CH:5][CH:4]=4)[N:8]=3)=[N:23][N:22]=[C:21]2[C:29]2[CH:30]=[CH:31][N:32]=[CH:33][CH:34]=2)[CH2:19][CH2:18]1. The yield is 0.110. (2) The reactants are C([N:3]([CH2:6]C)CC)C.[C:8](Cl)([C:21]1[CH:26]=[CH:25][CH:24]=[CH:23][CH:22]=1)([C:15]1[CH:20]=[CH:19][CH:18]=[CH:17][CH:16]=1)[C:9]1[CH:14]=[CH:13][CH:12]=[CH:11][CH:10]=1.[CH3:28][CH2:29][CH2:30]CCC.[OH2:34].C(#[N:37])C. No catalyst specified. The product is [C:8]([N:37]1[CH:30]=[C:29]([CH:28]=[O:34])[N:3]=[CH:6]1)([C:21]1[CH:26]=[CH:25][CH:24]=[CH:23][CH:22]=1)([C:15]1[CH:20]=[CH:19][CH:18]=[CH:17][CH:16]=1)[C:9]1[CH:14]=[CH:13][CH:12]=[CH:11][CH:10]=1. The yield is 0.960. (3) The reactants are [N:1]1[CH:6]=[CH:5][CH:4]=[C:3]([C:7]2[CH:8]3[CH2:14][CH:12]([CH:13]=2)[CH2:11][NH:10][CH2:9]3)[CH:2]=1.[ClH:15].C(OCC)C. The catalyst is C(O)C.C(O)(C)C. The product is [ClH:15].[ClH:15].[N:1]1[CH:6]=[CH:5][CH:4]=[C:3]([C:7]2[CH:8]3[CH2:14][CH:12]([CH:13]=2)[CH2:11][NH:10][CH2:9]3)[CH:2]=1. The yield is 0.870. (4) The reactants are [Na].[CH2:2]([OH:9])[C:3]1[CH:8]=[CH:7][CH:6]=[CH:5][CH:4]=1.Br[C:11]1[N:16]=[C:15]([NH2:17])[CH:14]=[CH:13][CH:12]=1. The catalyst is O1CCOCC1.C(OCC)(=O)C. The product is [CH2:2]([O:9][C:11]1[N:16]=[C:15]([NH2:17])[CH:14]=[CH:13][CH:12]=1)[C:3]1[CH:8]=[CH:7][CH:6]=[CH:5][CH:4]=1. The yield is 0.260. (5) The reactants are [F:1][C:2]1[CH:7]=[CH:6][C:5]([N:8]2[CH2:12][CH2:11][CH:10]([C:13]([OH:15])=O)[C:9]2=[O:16])=[CH:4][CH:3]=1.C(OC1C=[CH:29][C:28]([NH:31][C:32]2[N:37]=CN=[C:34]([O:38][C:39]3[CH:44]=[CH:43][C:42]([NH:45]C(=O)CC(NC4C=CC(F)=CC=4)=O)=[CH:41][C:40]=3[F:59])[CH:33]=2)=CC=1)C1C=CC=CC=1.CN(C(ON1N=NC2C=CC=NC1=2)=[N+](C)C)C.F[P-](F)(F)(F)(F)F.C(N(C(C)C)CC)(C)C. The catalyst is CN(C=O)C. The product is [NH2:37][C:32]1[CH:33]=[C:34]([O:38][C:39]2[CH:44]=[CH:43][C:42]([NH:45][C:13]([CH:10]3[CH2:11][CH2:12][N:8]([C:5]4[CH:4]=[CH:3][C:2]([F:1])=[CH:7][CH:6]=4)[C:9]3=[O:16])=[O:15])=[CH:41][C:40]=2[F:59])[CH:29]=[CH:28][N:31]=1. The yield is 0.430. (6) The reactants are [CH2:1]([OH:10])[CH2:2]/[CH:3]=[CH:4]\[CH2:5]/[CH:6]=[CH:7]\[CH2:8][CH3:9].CC(OI1(OC(C)=O)(OC(C)=O)OC(=O)C2C=CC=CC1=2)=O.[OH-].[Na+].C(=O)/C=C/CC/C=C\CC. The catalyst is ClCCl. The product is [CH:1](=[O:10])[CH2:2]/[CH:3]=[CH:4]\[CH2:5]/[CH:6]=[CH:7]\[CH2:8][CH3:9]. The yield is 0.635. (7) The reactants are [N+:1]([C:4]1[CH:11]=[CH:10][C:7]([CH2:8]Br)=[CH:6][CH:5]=1)([O-:3])=[O:2].[CH3:12][S:13]([O-:15])=[O:14].[Na+]. The catalyst is CN(C)C=O.O. The product is [CH3:12][S:13]([CH2:8][C:7]1[CH:10]=[CH:11][C:4]([N+:1]([O-:3])=[O:2])=[CH:5][CH:6]=1)(=[O:15])=[O:14]. The yield is 0.930. (8) The reactants are [CH3:1][C:2]1[C:10]2[N:9]=[C:8]([C:11]3[C:12]([CH3:28])=[N:13][C:14]([NH:17][CH2:18][CH2:19][CH2:20][CH:21]4[CH2:26][CH2:25][N:24]([CH3:27])[CH2:23][CH2:22]4)=[N:15][CH:16]=3)[NH:7][C:6]=2[CH:5]=[C:4]([CH3:29])[CH:3]=1.O.O.O.O.OC(C(O)C(O)=O)C(O)=O.CC1C2N=C(C3C(C)=NC(NCCCC4CCN(C)CC4)=NC=3)NC=2C=C(C)C=1.CO.[P:75](=[O:79])([OH:78])([OH:77])[OH:76]. The catalyst is CCO. The product is [P:75]([OH:79])([OH:78])([OH:77])=[O:76].[CH3:1][C:2]1[C:10]2[N:9]=[C:8]([C:11]3[C:12]([CH3:28])=[N:13][C:14]([NH:17][CH2:18][CH2:19][CH2:20][CH:21]4[CH2:22][CH2:23][N:24]([CH3:27])[CH2:25][CH2:26]4)=[N:15][CH:16]=3)[NH:7][C:6]=2[CH:5]=[C:4]([CH3:29])[CH:3]=1. The yield is 0.850.